This data is from Full USPTO retrosynthesis dataset with 1.9M reactions from patents (1976-2016). The task is: Predict the reactants needed to synthesize the given product. (1) Given the product [F:37][C:38]1[CH:39]=[C:40]([CH:45]=[CH:46][C:47]=1[N:48]([C@@H:13]([C:18]1[CH:17]=[CH:16][CH:15]=[CH:14][CH:19]=1)[CH2:10][N:7]1[CH2:8][CH2:9][C@H:5]([O:4][CH2:3][O:2][CH3:1])[CH2:6]1)[CH3:49])[C:41]([O:43][CH3:44])=[O:42], predict the reactants needed to synthesize it. The reactants are: [CH3:1][O:2][CH2:3][O:4][C@H:5]1[CH2:9][CH2:8][N:7]([C@@H:10]([C:13]2[CH:18]=[CH:17][CH:16]=[CH:15][CH:14]=2)CO)[CH2:6]1.[CH3:19]OCO[C@H]1CCN([C@H](C2C=CC=CC=2)CO)C1.[F:37][C:38]1[CH:39]=[C:40]([CH:45]=[CH:46][C:47]=1[NH:48][CH3:49])[C:41]([O:43][CH3:44])=[O:42]. (2) Given the product [F:1][C:2]1[CH:7]=[CH:6][C:5]([F:8])=[CH:4][C:3]=1[C@H:9]1[CH2:13][CH2:12][CH2:11][N:10]1[C:14]1[CH:15]=[CH:16][C:17]([NH2:20])=[N:18][CH:19]=1, predict the reactants needed to synthesize it. The reactants are: [F:1][C:2]1[CH:7]=[CH:6][C:5]([F:8])=[CH:4][C:3]=1[C@H:9]1[CH2:13][CH2:12][CH2:11][N:10]1[C:14]1[CH:15]=[CH:16][C:17]([N+:20]([O-])=O)=[N:18][CH:19]=1. (3) The reactants are: [OH:1][C:2]1[CH:3]=[N:4][CH:5]=[CH:6][CH:7]=1.C(=O)([O-])[O-].[K+].[K+].CN(C)C=O.[F:19][C:20]1[CH:21]=[C:22]([N+:27]([O-:29])=[O:28])[CH:23]=[CH:24][C:25]=1F. Given the product [F:19][C:20]1[CH:21]=[C:22]([N+:27]([O-:29])=[O:28])[CH:23]=[CH:24][C:25]=1[O:1][C:2]1[CH:3]=[N:4][CH:5]=[CH:6][CH:7]=1, predict the reactants needed to synthesize it. (4) Given the product [F:1][C:2]1[CH:7]=[C:6]([N+:8]([O-:10])=[O:9])[CH:5]=[CH:4][C:3]=1[N:11]1[CH2:16][CH2:15][CH:14]([C:17]([NH:21][NH2:22])=[O:19])[CH2:13][CH2:12]1, predict the reactants needed to synthesize it. The reactants are: [F:1][C:2]1[CH:7]=[C:6]([N+:8]([O-:10])=[O:9])[CH:5]=[CH:4][C:3]=1[N:11]1[CH2:16][CH2:15][CH:14]([C:17]([O:19]C)=O)[CH2:13][CH2:12]1.[NH2:21][NH2:22].O. (5) Given the product [Cl:27][C:21]1[CH:22]=[CH:23][C:24]([Cl:26])=[CH:25][C:20]=1[C:14]1[S:13][C:12]([NH:11][C:2]2[CH:7]=[CH:6][CH:5]=[C:4]([CH2:8][O:9][CH3:10])[N:3]=2)=[C:16]([C:17]([NH2:19])=[O:18])[CH:15]=1, predict the reactants needed to synthesize it. The reactants are: Br[C:2]1[CH:7]=[CH:6][CH:5]=[C:4]([CH2:8][O:9][CH3:10])[N:3]=1.[NH2:11][C:12]1[S:13][C:14]([C:20]2[CH:25]=[C:24]([Cl:26])[CH:23]=[CH:22][C:21]=2[Cl:27])=[CH:15][C:16]=1[C:17]([NH2:19])=[O:18].